From a dataset of Peptide-MHC class I binding affinity with 185,985 pairs from IEDB/IMGT. Regression. Given a peptide amino acid sequence and an MHC pseudo amino acid sequence, predict their binding affinity value. This is MHC class I binding data. (1) The peptide sequence is LLYEVDGDV. The MHC is HLA-A02:19 with pseudo-sequence HLA-A02:19. The binding affinity (normalized) is 0.0847. (2) The peptide sequence is RTFSILNRK. The MHC is HLA-A02:19 with pseudo-sequence HLA-A02:19. The binding affinity (normalized) is 0.0847. (3) The peptide sequence is VTDTALAYF. The MHC is HLA-A69:01 with pseudo-sequence HLA-A69:01. The binding affinity (normalized) is 0.0847. (4) The binding affinity (normalized) is 0.124. The peptide sequence is YPLTFGWCF. The MHC is HLA-B40:01 with pseudo-sequence HLA-B40:01. (5) The peptide sequence is RQSSGSSSSGF. The MHC is HLA-C14:02 with pseudo-sequence HLA-C14:02. The binding affinity (normalized) is 0.0847. (6) The peptide sequence is AEFGPWQTV. The MHC is HLA-B27:20 with pseudo-sequence HLA-B27:20. The binding affinity (normalized) is 0.518. (7) The peptide sequence is RPQASGVYM. The MHC is HLA-B07:02 with pseudo-sequence HLA-B07:02. The binding affinity (normalized) is 0.818.